From a dataset of hERG potassium channel inhibition data for cardiac toxicity prediction from Karim et al.. Regression/Classification. Given a drug SMILES string, predict its toxicity properties. Task type varies by dataset: regression for continuous values (e.g., LD50, hERG inhibition percentage) or binary classification for toxic/non-toxic outcomes (e.g., AMES mutagenicity, cardiotoxicity, hepatotoxicity). Dataset: herg_karim. (1) The molecule is CCOc1ccccc1N=Nc1c(C)[nH]n(-c2nc(-c3ccccc3)cs2)c1=O. The result is 0 (non-blocker). (2) The molecule is O=C(c1ccccc1)C1CCN(CCc2ccccc2)CC1. The result is 1 (blocker). (3) The drug is O=C(N[C@@H]1COc2cccc(-c3ccncc3)c2C1)c1ccc(OCC(F)(F)F)nc1. The result is 1 (blocker).